Dataset: TCR-epitope binding with 47,182 pairs between 192 epitopes and 23,139 TCRs. Task: Binary Classification. Given a T-cell receptor sequence (or CDR3 region) and an epitope sequence, predict whether binding occurs between them. (1) The epitope is FLPRVFSAV. The TCR CDR3 sequence is CASQLYSGGDQPQHF. Result: 0 (the TCR does not bind to the epitope). (2) The epitope is IPRRNVATL. The TCR CDR3 sequence is CASSQDFVSASYEQYF. Result: 0 (the TCR does not bind to the epitope). (3) The epitope is KLVALGINAV. The TCR CDR3 sequence is CASSQETGLGNQPQHF. Result: 0 (the TCR does not bind to the epitope). (4) The epitope is CLGGLLTMV. The TCR CDR3 sequence is CSVGNSGYQETQYF. Result: 1 (the TCR binds to the epitope). (5) The epitope is PKYVKQNTLKLAT. The TCR CDR3 sequence is CASKTQGGSLRGYTF. Result: 1 (the TCR binds to the epitope). (6) The epitope is VLWAHGFEL. Result: 1 (the TCR binds to the epitope). The TCR CDR3 sequence is CAARDTINYGYTF. (7) The epitope is SSNVANYQK. Result: 1 (the TCR binds to the epitope). The TCR CDR3 sequence is CASSQDPSPGYTF. (8) The epitope is TSDLATNNLVVMAY. The TCR CDR3 sequence is CASSYADNEQFF. Result: 1 (the TCR binds to the epitope).